This data is from Forward reaction prediction with 1.9M reactions from USPTO patents (1976-2016). The task is: Predict the product of the given reaction. (1) Given the reactants [Cl:1][C:2]1[N:7]=[C:6]([C:8](Cl)=[O:9])[CH:5]=[CH:4][C:3]=1[O:11][CH3:12].[CH:13]1([OH:18])[CH2:17][CH2:16][CH2:15][CH2:14]1, predict the reaction product. The product is: [Cl:1][C:2]1[N:7]=[C:6]([C:8]([O:18][CH:13]2[CH2:17][CH2:16][CH2:15][CH2:14]2)=[O:9])[CH:5]=[CH:4][C:3]=1[O:11][CH3:12]. (2) Given the reactants [Cl:1][C:2]1[CH:7]=[C:6]([C:8](=O)[CH2:9][C@H:10]([C:18]2[CH:23]=[CH:22][C:21]([C:24]3[CH:29]=[CH:28][C:27]([C:30]([OH:32])=[O:31])=[CH:26][CH:25]=3)=[CH:20][CH:19]=2)[C:11]2[CH:16]=[CH:15][CH:14]=[CH:13][C:12]=2[CH3:17])[CH:5]=[C:4]([Cl:34])[N:3]=1.Cl.[NH2:36][OH:37].C([O-])(O)=O.[Na+], predict the reaction product. The product is: [Cl:34][C:4]1[CH:5]=[C:6](/[C:8](=[N:36]/[OH:37])/[CH2:9][C@H:10]([C:18]2[CH:23]=[CH:22][C:21]([C:24]3[CH:25]=[CH:26][C:27]([C:30]([OH:32])=[O:31])=[CH:28][CH:29]=3)=[CH:20][CH:19]=2)[C:11]2[CH:16]=[CH:15][CH:14]=[CH:13][C:12]=2[CH3:17])[CH:7]=[C:2]([Cl:1])[N:3]=1. (3) The product is: [CH3:13][N:8]1[C:9]([C:10](=[O:12])[NH:31][CH2:30][CH2:29][C:19]2[N:18]([CH3:17])[CH:22]=[C:21]([C:23]3[CH:28]=[CH:27][CH:26]=[CH:25][CH:24]=3)[N:20]=2)=[C:5]([C:3]([O:2][CH3:1])=[O:4])[N:6]=[N:7]1. Given the reactants [CH3:1][O:2][C:3]([C:5]1[N:6]=[N:7][N:8]([CH3:13])[C:9]=1[C:10]([O-:12])=O)=[O:4].[Li+].Cl.Cl.[CH3:17][N:18]1[CH:22]=[C:21]([C:23]2[CH:28]=[CH:27][CH:26]=[CH:25][CH:24]=2)[N:20]=[C:19]1[CH2:29][CH2:30][NH2:31], predict the reaction product. (4) Given the reactants [Cl:1][C:2]1[C:3]([F:9])=[C:4]([CH:6]=[CH:7][CH:8]=1)[NH2:5].N([O-])=O.[Na+].[N-]=[N+:15]=[N-:16].[Na+].[C:18]([O:24]C)(=[O:23])[CH2:19][C:20]([CH3:22])=O.[Na].[OH-].[Na+], predict the reaction product. The product is: [Cl:1][C:2]1[C:3]([F:9])=[C:4]([N:5]2[C:20]([CH3:22])=[C:19]([C:18]([OH:24])=[O:23])[N:15]=[N:16]2)[CH:6]=[CH:7][CH:8]=1.